Task: Predict the reactants needed to synthesize the given product.. Dataset: Full USPTO retrosynthesis dataset with 1.9M reactions from patents (1976-2016) (1) Given the product [Br:1][C:2]1[CH:3]=[C:4]([CH2:11][C:13]#[N:14])[CH:5]=[C:6]([N+:8]([O-:10])=[O:9])[CH:7]=1, predict the reactants needed to synthesize it. The reactants are: [Br:1][C:2]1[CH:7]=[C:6]([N+:8]([O-:10])=[O:9])[CH:5]=[C:4]([CH2:11]Br)[CH:3]=1.[C-:13]#[N:14].[K+]. (2) Given the product [Br:11][C:12]1[S:16][CH:15]=[C:14]([C:17]([OH:22])([CH3:18])[C:19](=[O:21])[CH3:20])[CH:13]=1, predict the reactants needed to synthesize it. The reactants are: C(Cl)(=O)C(Cl)=O.CS(C)=O.[Br:11][C:12]1[S:16][CH:15]=[C:14]([C:17]([OH:22])([CH:19]([OH:21])[CH3:20])[CH3:18])[CH:13]=1.C(N(CC)CC)C. (3) Given the product [OH:1][CH2:2][CH:3]1[NH:4][CH2:5][CH2:6][N:7]([C:9]([O:11][C:12]([CH3:15])([CH3:14])[CH3:13])=[O:10])[CH2:8]1, predict the reactants needed to synthesize it. The reactants are: [OH:1][CH2:2][CH:3]1[CH2:8][N:7]([C:9]([O:11][C:12]([CH3:15])([CH3:14])[CH3:13])=[O:10])[CH2:6][CH2:5][N:4]1C(OC(C)(C)C)=O.[OH-].[Na+]. (4) Given the product [CH2:1]([N:3]([CH2:4][CH3:5])[C:31](=[O:32])[CH2:30][C:27]1[CH:26]=[CH:25][C:24]([NH:23][C:21](=[O:22])/[CH:20]=[CH:19]/[C:14]2[CH:15]=[N:16][N:17]([CH3:18])[C:13]=2[C:10]2[CH:9]=[CH:8][C:7]([F:6])=[CH:12][CH:11]=2)=[CH:29][CH:28]=1)[CH3:2], predict the reactants needed to synthesize it. The reactants are: [CH2:1]([NH:3][CH2:4][CH3:5])[CH3:2].[F:6][C:7]1[CH:12]=[CH:11][C:10]([C:13]2[N:17]([CH3:18])[N:16]=[CH:15][C:14]=2/[CH:19]=[CH:20]/[C:21]([NH:23][C:24]2[CH:29]=[CH:28][C:27]([CH2:30][C:31](O)=[O:32])=[CH:26][CH:25]=2)=[O:22])=[CH:9][CH:8]=1.O.ON1C2C=CC=CC=2N=N1.Cl.C(N=C=NCCCN(C)C)C.